From a dataset of Full USPTO retrosynthesis dataset with 1.9M reactions from patents (1976-2016). Predict the reactants needed to synthesize the given product. (1) Given the product [F:30][C:4]([F:3])([F:29])[C:5]1[CH:6]=[C:7]([CH:26]=[CH:27][CH:28]=1)[C:8]([N:10]=[C:11]1[N:15]([CH2:16][C:17]([OH:19])=[O:18])[C:14]2[CH2:22][CH2:23][CH2:24][CH2:25][C:13]=2[S:12]1)=[O:9], predict the reactants needed to synthesize it. The reactants are: [OH-].[Na+].[F:3][C:4]([F:30])([F:29])[C:5]1[CH:6]=[C:7]([CH:26]=[CH:27][CH:28]=1)[C:8]([N:10]=[C:11]1[N:15]([CH2:16][C:17]([O:19]CC)=[O:18])[C:14]2[CH2:22][CH2:23][CH2:24][CH2:25][C:13]=2[S:12]1)=[O:9].O1CCCC1. (2) Given the product [Cl:33][C:34]1[CH:39]=[CH:38][CH:37]=[CH:36][C:35]=1[C:40]1[CH:45]=[CH:44][CH:43]=[C:42]([NH:46][C:47]([C@H:31]2[CH2:27][C@H:26]3[N@@:25]([CH2:28]3)[CH:29]2[C:20](=[O:21])[CH2:19][N:6]2[C:7]3[C:12](=[CH:11][C:10]([C:13]4[CH:18]=[N:17][CH:16]=[N:15][CH:14]=4)=[CH:9][CH:8]=3)[C:4]([C:1]([NH2:2])=[O:3])=[N:5]2)=[O:48])[C:41]=1[F:55], predict the reactants needed to synthesize it. The reactants are: [C:1]([C:4]1[C:12]2[C:7](=[CH:8][CH:9]=[C:10]([C:13]3[CH:14]=[N:15][CH:16]=[N:17][CH:18]=3)[CH:11]=2)[N:6]([CH2:19][C:20](O)=[O:21])[N:5]=1)(=[O:3])[NH2:2].CC[N:25]([CH:29]([CH3:31])C)[CH:26]([CH3:28])[CH3:27].Cl.[Cl:33][C:34]1[CH:39]=[CH:38][CH:37]=[CH:36][C:35]=1[C:40]1[CH:45]=[CH:44][CH:43]=[C:42]([NH:46][C:47]([C@@H]2C[C@@H]3[C@@H](C3)N2)=[O:48])[C:41]=1[F:55].CN(C(ON1N=NC2C=CC=NC1=2)=[N+](C)C)C.F[P-](F)(F)(F)(F)F.